From a dataset of Forward reaction prediction with 1.9M reactions from USPTO patents (1976-2016). Predict the product of the given reaction. (1) Given the reactants [F:1][C:2]1[CH:26]=[CH:25][C:24]([OH:27])=[CH:23][C:3]=1[CH2:4][O:5][C:6]([N:8]1[CH2:13][CH2:12][N:11]([C:14]([O:16][C:17]([CH3:20])([CH3:19])[CH3:18])=[O:15])[CH2:10][C@H:9]1[CH2:21][CH3:22])=[O:7].[CH3:28][O:29][CH2:30][CH2:31][CH2:32]OS(C1C=CC(C)=CC=1)(=O)=O, predict the reaction product. The product is: [F:1][C:2]1[CH:26]=[CH:25][C:24]([O:27][CH2:32][CH2:31][CH2:30][O:29][CH3:28])=[CH:23][C:3]=1[CH2:4][O:5][C:6]([N:8]1[CH2:13][CH2:12][N:11]([C:14]([O:16][C:17]([CH3:20])([CH3:19])[CH3:18])=[O:15])[CH2:10][C@H:9]1[CH2:21][CH3:22])=[O:7]. (2) Given the reactants [F:1][C:2]1[CH:10]=[C:9]2[C:5]([C:6]([CH:11]3[C:16](=O)[CH2:15][C:14]([CH3:19])([CH3:18])[CH2:13][C:12]3=[O:20])=[CH:7][NH:8]2)=[CH:4][CH:3]=1.[NH2:21][C:22]1C=CC=C(F)[C:23]=1C(O)=O.C(O)(=O)C1C(=CC=CC=1)N, predict the reaction product. The product is: [F:1][C:2]1[C:10]2[C:6]3[C:11]4[C:12](=[O:20])[CH2:13][C:14]([CH3:18])([CH3:19])[CH2:15][C:16]=4[N:21]=[C:22]([CH3:23])[C:7]=3[NH:8][C:9]=2[CH:5]=[CH:4][CH:3]=1.